From a dataset of Reaction yield outcomes from USPTO patents with 853,638 reactions. Predict the reaction yield, written as a fraction of the theoretical maximum amount of product (1.0 means a 100% yield; for example, 0.34 means a 34% yield). (1) The reactants are C([O:8][N:9]1[C:15](=[O:16])[N:14]2[CH2:17][C@H:10]1[CH2:11][CH2:12][C@H:13]2[C:18]([NH:20][O:21][C@@H:22]1[CH2:26][CH2:25][N:24]([C:27]([O:29][C:30]([CH3:33])([CH3:32])[CH3:31])=[O:28])[CH2:23]1)=[O:19])C1C=CC=CC=1.[H][H]. The catalyst is CO.[Pd]. The product is [OH:8][N:9]1[C:15](=[O:16])[N:14]2[CH2:17][C@H:10]1[CH2:11][CH2:12][C@H:13]2[C:18]([NH:20][O:21][C@@H:22]1[CH2:26][CH2:25][N:24]([C:27]([O:29][C:30]([CH3:33])([CH3:32])[CH3:31])=[O:28])[CH2:23]1)=[O:19]. The yield is 0.930. (2) The reactants are [F:1][C:2]1[CH:9]=[C:8]([F:10])[C:7]([C:11]2[CH:12]=[N:13][CH:14]=[N:15][CH:16]=2)=[CH:6][C:3]=1[CH:4]=[O:5].[CH3:17][Mg+].[Br-].[Cl-].[NH4+]. The product is [F:1][C:2]1[CH:9]=[C:8]([F:10])[C:7]([C:11]2[CH:16]=[N:15][CH:14]=[N:13][CH:12]=2)=[CH:6][C:3]=1[CH:4]([OH:5])[CH3:17]. The yield is 0.559. The catalyst is CCOCC. (3) The reactants are [H-].[Na+].[CH2:3]([C:5]1[C:10](=[O:11])[NH:9][CH:8]=[N:7][C:6]=1[O:12][CH2:13][C:14]1[CH:21]=[CH:20][CH:19]=[CH:18][C:15]=1[C:16]#[N:17])[CH3:4].C(N1C(=O)C(CC)=C(OCC2C=CC=CC=2CNC(NC2N(C3C=CC(C)=CC=3)N=C(C(C)(C)C)C=2)=O)N=C1)C1C=CC=CC=1.[CH3:67][O:68][C:69]1[CH:76]=[CH:75][C:72]([CH2:73]Cl)=[CH:71][CH:70]=1. The catalyst is CN(C)C=O. The product is [CH2:3]([C:5]1[C:10](=[O:11])[N:9]([CH2:73][C:72]2[CH:75]=[CH:76][C:69]([O:68][CH3:67])=[CH:70][CH:71]=2)[CH:8]=[N:7][C:6]=1[O:12][CH2:13][C:14]1[CH:21]=[CH:20][CH:19]=[CH:18][C:15]=1[C:16]#[N:17])[CH3:4]. The yield is 0.530. (4) The reactants are Cl.[C:2](Cl)(=[O:9])[C:3]1[CH:8]=[CH:7][N:6]=[CH:5][CH:4]=1.C(N(CC)CC)C.ClCCl.[CH3:21][C:22]1[CH:23]=[CH:24][C:25]([N:29]2[CH2:34][CH2:33][CH2:32][CH2:31][CH2:30]2)=[C:26]([CH:28]=1)[NH2:27]. The catalyst is CN(C)C1C=CN=CC=1.O. The product is [CH3:21][C:22]1[CH:23]=[CH:24][C:25]([N:29]2[CH2:34][CH2:33][CH2:32][CH2:31][CH2:30]2)=[C:26]([NH:27][C:2](=[O:9])[C:3]2[CH:8]=[CH:7][N:6]=[CH:5][CH:4]=2)[CH:28]=1. The yield is 0.288. (5) The reactants are [C:1]([O:5][C:6](=[O:56])[N:7]([CH2:22][CH2:23][CH2:24][N:25]([C:49]([O:51][C:52]([CH3:55])([CH3:54])[CH3:53])=[O:50])[CH2:26][CH2:27][CH2:28][CH2:29][N:30]([C:42]([O:44][C:45]([CH3:48])([CH3:47])[CH3:46])=[O:43])[CH2:31][CH2:32][CH2:33][NH:34][C:35]([O:37][C:38]([CH3:41])([CH3:40])[CH3:39])=[O:36])[CH2:8][CH2:9][CH2:10][N:11]1C(=O)C2C(=CC=CC=2)C1=O)([CH3:4])([CH3:3])[CH3:2].O.NN. The catalyst is CCO. The product is [C:1]([O:5][C:6](=[O:56])[N:7]([CH2:8][CH2:9][CH2:10][NH2:11])[CH2:22][CH2:23][CH2:24][N:25]([C:49]([O:51][C:52]([CH3:55])([CH3:54])[CH3:53])=[O:50])[CH2:26][CH2:27][CH2:28][CH2:29][N:30]([C:42]([O:44][C:45]([CH3:46])([CH3:47])[CH3:48])=[O:43])[CH2:31][CH2:32][CH2:33][NH:34][C:35]([O:37][C:38]([CH3:41])([CH3:39])[CH3:40])=[O:36])([CH3:2])([CH3:3])[CH3:4]. The yield is 0.880. (6) The reactants are [C:1]([O:5][C:6]([N:8]1[CH2:12][CH2:11][CH2:10][CH:9]1[C:13]1[NH:14][C:15]([C:18]2[CH:27]=[CH:26][C:25]3[C:20](=[CH:21][CH:22]=[C:23]([C:28]4[CH:33]=[CH:32][C:31](B5OC(C)(C)C(C)(C)O5)=[CH:30][CH:29]=4)[CH:24]=3)[CH:19]=2)=[CH:16][N:17]=1)=[O:7])([CH3:4])([CH3:3])[CH3:2].[C:43]([O:47][C:48]([N:50]1[CH:55]([C:56]2[NH:60][C:59]3[CH:61]=[C:62](Br)[CH:63]=[CH:64][C:58]=3[N:57]=2)[CH:54]2[CH2:66][CH:51]1[CH2:52][CH2:53]2)=[O:49])([CH3:46])([CH3:45])[CH3:44].C(=O)([O-])[O-].[K+].[K+]. The catalyst is COCCOC.O.C(OCC)(=O)C.C1C=CC(P(C2C=CC=CC=2)[C-]2C=CC=C2)=CC=1.C1C=CC(P(C2C=CC=CC=2)[C-]2C=CC=C2)=CC=1.Cl[Pd]Cl.[Fe+2].C1C=CC([P]([Pd]([P](C2C=CC=CC=2)(C2C=CC=CC=2)C2C=CC=CC=2)([P](C2C=CC=CC=2)(C2C=CC=CC=2)C2C=CC=CC=2)[P](C2C=CC=CC=2)(C2C=CC=CC=2)C2C=CC=CC=2)(C2C=CC=CC=2)C2C=CC=CC=2)=CC=1. The product is [C:43]([O:47][C:48]([N:50]1[CH:55]([C:56]2[NH:60][C:59]3[CH:61]=[C:62]([C:31]4[CH:30]=[CH:29][C:28]([C:23]5[CH:22]=[CH:21][C:20]6[C:25](=[CH:26][CH:27]=[C:18]([C:15]7[NH:14][C:13]([CH:9]8[CH2:10][CH2:11][CH2:12][N:8]8[C:6]([O:5][C:1]([CH3:2])([CH3:4])[CH3:3])=[O:7])=[N:17][CH:16]=7)[CH:19]=6)[CH:24]=5)=[CH:33][CH:32]=4)[CH:63]=[CH:64][C:58]=3[N:57]=2)[CH:54]2[CH2:66][CH:51]1[CH2:52][CH2:53]2)=[O:49])([CH3:46])([CH3:44])[CH3:45]. The yield is 0.590. (7) The reactants are [CH3:1][O:2][C:3]1[CH:8]=[C:7]([N:9]2[CH2:14][CH2:13][N:12]([CH3:15])[CH2:11][CH2:10]2)[CH:6]=[CH:5][C:4]=1[NH:16][C:17]1[S:21][C:20]([C:22]([O:24]CC)=[O:23])=[N:19][N:18]=1.O[Li].O. The catalyst is C1COCC1.O. The product is [CH3:1][O:2][C:3]1[CH:8]=[C:7]([N:9]2[CH2:10][CH2:11][N:12]([CH3:15])[CH2:13][CH2:14]2)[CH:6]=[CH:5][C:4]=1[NH:16][C:17]1[S:21][C:20]([C:22]([OH:24])=[O:23])=[N:19][N:18]=1. The yield is 0.880.